This data is from Catalyst prediction with 721,799 reactions and 888 catalyst types from USPTO. The task is: Predict which catalyst facilitates the given reaction. (1) Reactant: C([O-])([O-])=O.[K+].[K+].C[Si]([C:11]#[C:12][C:13]1[NH:17][C:16]([C@@H:18]2[CH2:22][CH2:21][CH2:20][N:19]2[C:23]([O:25][C:26]([CH3:29])([CH3:28])[CH3:27])=[O:24])=[N:15][CH:14]=1)(C)C. Product: [C:12]([C:13]1[NH:17][C:16]([C@@H:18]2[CH2:22][CH2:21][CH2:20][N:19]2[C:23]([O:25][C:26]([CH3:29])([CH3:28])[CH3:27])=[O:24])=[N:15][CH:14]=1)#[CH:11]. The catalyst class is: 5. (2) Reactant: [CH2:1]([C:4]1[CH:8]=[C:7]([C:9]([O:11][CH2:12][CH3:13])=[O:10])[NH:6][N:5]=1)[CH2:2][CH3:3].[Br:14][C:15]1[CH:20]=[CH:19][C:18]([CH2:21]Br)=[CH:17][N:16]=1.C(=O)([O-])[O-].[K+].[K+].CN(C=O)C.C([O-])(O)=O.[Na+]. Product: [CH2:12]([O:11][C:9]([C:7]1[CH:8]=[C:4]([CH2:1][CH2:2][CH3:3])[N:5]([CH2:21][C:18]2[CH:17]=[N:16][C:15]([Br:14])=[CH:20][CH:19]=2)[N:6]=1)=[O:10])[CH3:13]. The catalyst class is: 27. (3) Reactant: [NH2:1][CH2:2][CH2:3][CH:4]([O:8][CH2:9][CH3:10])[O:5][CH2:6][CH3:7].C(N(CC)CC)C.[C:18](Cl)(=[O:20])[CH3:19]. Product: [CH2:6]([O:5][CH:4]([O:8][CH2:9][CH3:10])[CH2:3][CH2:2][NH:1][C:18](=[O:20])[CH3:19])[CH3:7]. The catalyst class is: 2. (4) Reactant: C(N(CC)CC)C.[O:8]1[CH2:13][CH2:12][CH2:11][CH2:10][CH:9]1[O:14][CH2:15][CH2:16][N:17]1[C:25]2[C:20](=[CH:21][CH:22]=[CH:23][CH:24]=2)[C:19]([CH:26]=[O:27])=[N:18]1.[CH:28](=[N:35][C:36]1[CH:41]=[CH:40][CH:39]=[C:38]([O:42][CH3:43])[CH:37]=1)[C:29]1[CH:34]=[CH:33][CH:32]=[CH:31][CH:30]=1. Product: [CH3:43][O:42][C:38]1[CH:37]=[C:36]([NH:35][CH:28]([C:29]2[CH:34]=[CH:33][CH:32]=[CH:31][CH:30]=2)[C:26]([C:19]2[C:20]3[C:25](=[CH:24][CH:23]=[CH:22][CH:21]=3)[N:17]([CH2:16][CH2:15][O:14][CH:9]3[CH2:10][CH2:11][CH2:12][CH2:13][O:8]3)[N:18]=2)=[O:27])[CH:41]=[CH:40][CH:39]=1.[OH:14][CH2:15][CH2:16][N:17]1[C:25]2[C:20](=[CH:21][CH:22]=[CH:23][CH:24]=2)[C:19]([C:26](=[O:27])[CH:28]([NH:35][C:36]2[CH:41]=[CH:40][CH:39]=[C:38]([O:42][CH3:43])[CH:37]=2)[C:29]2[CH:30]=[CH:31][CH:32]=[CH:33][CH:34]=2)=[N:18]1. The catalyst class is: 433. (5) Reactant: [I:1][C:2]1[CH:8]=[CH:7][CH:6]=[CH:5][C:3]=1[NH2:4].[C:9]1(=O)[CH2:13][CH2:12][CH2:11][CH2:10]1.C(O)(=O)C.C(O[BH-](OC(=O)C)OC(=O)C)(=O)C.[Na+]. Product: [CH:9]1([NH:4][C:3]2[CH:5]=[CH:6][CH:7]=[CH:8][C:2]=2[I:1])[CH2:13][CH2:12][CH2:11][CH2:10]1. The catalyst class is: 701. (6) Reactant: O[CH:2]1[C:6]2[CH:7]=[C:8]([NH:13][C:14](=[O:20])[CH2:15][C:16]([CH3:19])([CH3:18])[CH3:17])[C:9]([CH3:12])=[C:10]([CH3:11])[C:5]=2[O:4][C:3]1([CH3:22])[CH3:21].[CH3:23][O:24][C:25]1[CH:30]=[CH:29][CH:28]=[CH:27][C:26]=1[NH2:31]. Product: [CH3:23][O:24][C:25]1[CH:30]=[CH:29][CH:28]=[CH:27][C:26]=1[NH:31][CH:2]1[C:6]2[CH:7]=[C:8]([NH:13][C:14](=[O:20])[CH2:15][C:16]([CH3:17])([CH3:19])[CH3:18])[C:9]([CH3:12])=[C:10]([CH3:11])[C:5]=2[O:4][C:3]1([CH3:21])[CH3:22]. The catalyst class is: 175. (7) Reactant: [F:1][C:2]1[CH:3]=[C:4]([OH:8])[CH:5]=[CH:6][CH:7]=1.F[C:10]1[CH:11]=[C:12]([CH:15]=[CH:16][CH:17]=1)[C:13]#[N:14].CC(C)([O-])C.[K+].C(OCC)(=O)C. Product: [F:1][C:2]1[CH:3]=[C:4]([CH:5]=[CH:6][CH:7]=1)[O:8][C:10]1[CH:11]=[C:12]([CH:15]=[CH:16][CH:17]=1)[C:13]#[N:14]. The catalyst class is: 58. (8) Reactant: [CH2:1]([O:4][C:5]1[CH:6]=[C:7]([CH2:15][C:16]([O:18][CH3:19])=[O:17])[CH:8]=[C:9]([O:11][CH2:12][CH:13]=[CH2:14])[CH:10]=1)[CH:2]=[CH2:3].[C:20](O)(=[O:22])[CH3:21].FC(F)(F)C(OC(=O)C(F)(F)F)=O.C(=O)([O-])O.[Na+]. Product: [C:20]([C:8]1[C:9]([O:11][CH2:12][CH:13]=[CH2:14])=[CH:10][C:5]([O:4][CH2:1][CH:2]=[CH2:3])=[CH:6][C:7]=1[CH2:15][C:16]([O:18][CH3:19])=[O:17])(=[O:22])[CH3:21]. The catalyst class is: 55. (9) Reactant: [N:1]1[CH:6]=[CH:5][N:4]=[C:3]2[N:7]=[CH:8][C:9]([C:11]3[C:12]4[N:13]([N:17]=[C:18]([NH2:20])[N:19]=4)[CH:14]=[CH:15][N:16]=3)=[CH:10][C:2]=12.Cl[C:22]1[CH:27]=[CH:26][C:25]([N:28]2[CH2:33][CH2:32][O:31][CH2:30][CH2:29]2)=[CH:24][CH:23]=1.CC(C1C=C(C(C)C)C(C2C(P(C3CCCCC3)C3CCCCC3)=C(OC)C=CC=2OC)=C(C(C)C)C=1)C. Product: [O:31]1[CH2:32][CH2:33][N:28]([C:25]2[CH:26]=[CH:27][C:22]([NH:20][C:18]3[N:19]=[C:12]4[C:11]([C:9]5[CH:8]=[N:7][C:3]6=[N:4][CH:5]=[CH:6][N:1]=[C:2]6[CH:10]=5)=[N:16][CH:15]=[CH:14][N:13]4[N:17]=3)=[CH:23][CH:24]=2)[CH2:29][CH2:30]1. The catalyst class is: 107.